Task: Regression. Given a peptide amino acid sequence and an MHC pseudo amino acid sequence, predict their binding affinity value. This is MHC class II binding data.. Dataset: Peptide-MHC class II binding affinity with 134,281 pairs from IEDB (1) The peptide sequence is ANQFNKAISQIQESL. The MHC is DRB1_0401 with pseudo-sequence DRB1_0401. The binding affinity (normalized) is 0.766. (2) The peptide sequence is KLIADSIDFNQVAQV. The MHC is DRB1_1501 with pseudo-sequence DRB1_1501. The binding affinity (normalized) is 0.158. (3) The binding affinity (normalized) is 0.187. The peptide sequence is GMTGCGNTPIFKSGR. The MHC is DRB1_0101 with pseudo-sequence DRB1_0101. (4) The peptide sequence is YDKFLANVATVLTGK. The MHC is DRB1_0701 with pseudo-sequence DRB1_0701. The binding affinity (normalized) is 0.868.